From a dataset of Full USPTO retrosynthesis dataset with 1.9M reactions from patents (1976-2016). Predict the reactants needed to synthesize the given product. (1) Given the product [C:1]([O:5][C:6]([NH:8][CH:9]1[CH:10]2[CH2:17][CH:13]([CH:12]=[CH:11]2)[CH:14]1[C:15]([OH:18])=[O:16])=[O:7])([CH3:4])([CH3:3])[CH3:2], predict the reactants needed to synthesize it. The reactants are: [C:1]([O:5][C:6]([N:8]1[C:15](=[O:16])[CH:14]2[CH:9]1[CH:10]1[CH2:17][CH:13]2[CH:12]=[CH:11]1)=[O:7])([CH3:4])([CH3:3])[CH3:2].[O:18]1CCCC1.[OH-].[Li+].Cl. (2) The reactants are: [Cl-].[Cl-].[Cl-].[Al+3].[CH3:5][O:6][C:7]1[CH:12]=[CH:11][CH:10]=[CH:9][C:8]=1[O:13][CH3:14].[C:15]1(=[O:25])[C:19]2([CH2:23][CH2:22][CH2:21][CH2:20]2)[CH2:18][C:17](=[O:24])[O:16]1.O. Given the product [CH3:5][O:6][C:7]1[CH:12]=[C:11]([C:17](=[O:24])[CH2:18][C:19]2([C:15]([OH:25])=[O:16])[CH2:23][CH2:22][CH2:21][CH2:20]2)[CH:10]=[CH:9][C:8]=1[O:13][CH3:14], predict the reactants needed to synthesize it. (3) Given the product [CH:1]1([N:6]2[C:14]3[N:15]=[C:16]([N:23]4[CH2:24][CH2:25][CH2:26][CH2:27]4)[N:17]=[CH:18][C:19]=3[NH:20][C:8](=[O:10])[C@H:7]2[CH2:12][CH3:13])[CH2:2][CH2:3][CH2:4][CH2:5]1, predict the reactants needed to synthesize it. The reactants are: [CH:1]1([N:6]([C:14]2[C:19]([N+:20]([O-])=O)=[CH:18][N:17]=[C:16]([N:23]3[CH2:27][CH2:26][CH2:25][CH2:24]3)[N:15]=2)[C@H:7]([CH2:12][CH3:13])[C:8]([O:10]C)=O)[CH2:5][CH2:4][CH2:3][CH2:2]1.